Task: Predict the product of the given reaction.. Dataset: Forward reaction prediction with 1.9M reactions from USPTO patents (1976-2016) (1) Given the reactants [CH:1]1([CH2:6][C@H:7]([C:11]2[CH:16]=[CH:15][C:14]([S:17][CH3:18])=[CH:13][CH:12]=2)[C:8]([OH:10])=O)[CH2:5][CH2:4][CH2:3][CH2:2]1.C1(P(C2C=CC=CC=2)C2C=CC=CC=2)C=CC=CC=1.BrN1C(=O)CCC1=O.[NH2:46][C:47]1[CH:52]=[N:51][CH:50]=[CH:49][N:48]=1, predict the reaction product. The product is: [CH:1]1([CH2:6][C@H:7]([C:11]2[CH:16]=[CH:15][C:14]([S:17][CH3:18])=[CH:13][CH:12]=2)[C:8]([NH:46][C:47]2[CH:52]=[N:51][CH:50]=[CH:49][N:48]=2)=[O:10])[CH2:2][CH2:3][CH2:4][CH2:5]1. (2) Given the reactants Cl.[Cl:2][C:3]1[CH:8]=[CH:7][C:6]([CH:9]([OH:23])[CH:10]2[CH2:15][CH2:14][N:13](C(OC(C)(C)C)=O)[CH2:12][CH2:11]2)=[CH:5][CH:4]=1, predict the reaction product. The product is: [ClH:2].[Cl:2][C:3]1[CH:8]=[CH:7][C:6]([CH:9]([CH:10]2[CH2:15][CH2:14][NH:13][CH2:12][CH2:11]2)[OH:23])=[CH:5][CH:4]=1. (3) The product is: [CH3:46][O:45][C:44]1[CH:43]=[C:42]([C:21]2[CH:20]=[CH:19][C:18]3[C:11]4[C:2](=[N:3][CH:4]=[CH:5][CH:10]=4)[NH:1][C:15](=[O:16])[C:17]=3[CH:22]=2)[CH:41]=[CH:40][CH:39]=1. Given the reactants [NH2:1][C:2]1[C:11](Br)=[CH:10][C:5](C(OC)=O)=[CH:4][N:3]=1.CO[C:15]([C:17]1[CH:22]=[CH:21][CH:20]=[CH:19][C:18]=1B(O)O)=[O:16].C1(P(C2CCCCC2)C2C=CC=CC=2[C:39]2[C:44]([O:45][CH3:46])=[CH:43][CH:42]=[CH:41][C:40]=2OC)CCCCC1.C(=O)([O-])[O-].[K+].[K+], predict the reaction product. (4) Given the reactants [Si]([O:8][CH2:9][CH2:10][N:11]1[N:15]=[N:14][C:13]([C:16]2[CH:17]=[C:18]([C:22]3[N:27]4[N:28]=[CH:29][C:30]([C:31]([C:33]5[S:34][CH:35]=[CH:36][CH:37]=5)=[O:32])=[C:26]4[N:25]=[CH:24][CH:23]=3)[CH:19]=[CH:20][CH:21]=2)=[N:12]1)(C(C)(C)C)(C)C.BrCCO, predict the reaction product. The product is: [OH:8][CH2:9][CH2:10][N:11]1[N:15]=[N:14][C:13]([C:16]2[CH:17]=[C:18]([C:22]3[N:27]4[N:28]=[CH:29][C:30]([C:31]([C:33]5[S:34][CH:35]=[CH:36][CH:37]=5)=[O:32])=[C:26]4[N:25]=[CH:24][CH:23]=3)[CH:19]=[CH:20][CH:21]=2)=[N:12]1. (5) Given the reactants [C:1]([O-:4])(=[S:3])[CH3:2].[K+].Cl[C@H:7]([CH2:11][C:12]1[CH:17]=[CH:16][CH:15]=[CH:14][CH:13]=1)[C:8]([OH:10])=[O:9], predict the reaction product. The product is: [C:1]([S:3][C@@H:7]([CH2:11][C:12]1[CH:17]=[CH:16][CH:15]=[CH:14][CH:13]=1)[C:8]([OH:10])=[O:9])(=[O:4])[CH3:2]. (6) Given the reactants Cl[C:2]1[CH:3]=[CH:4][C:5]2[N:6]([C:8](=[O:11])[NH:9][N:10]=2)[N:7]=1.[C:12]1([CH:18]([C:30]2[CH:35]=[CH:34][CH:33]=[CH:32][CH:31]=2)[O:19][CH:20]2[CH2:25][CH2:24][N:23]([CH2:26][CH2:27][CH2:28][NH2:29])[CH2:22][CH2:21]2)[CH:17]=[CH:16][CH:15]=[CH:14][CH:13]=1.C(N(C(C)C)C(C)C)C, predict the reaction product. The product is: [C:30]1([CH:18]([C:12]2[CH:17]=[CH:16][CH:15]=[CH:14][CH:13]=2)[O:19][CH:20]2[CH2:25][CH2:24][N:23]([CH2:26][CH2:27][CH2:28][NH:29][C:2]3[CH:3]=[CH:4][C:5]4[N:6]([C:8](=[O:11])[NH:9][N:10]=4)[N:7]=3)[CH2:22][CH2:21]2)[CH:31]=[CH:32][CH:33]=[CH:34][CH:35]=1. (7) Given the reactants [CH3:1][O:2][C:3]([C:5]1[S:9][C:8]2[CH:10]=[CH:11][C:12]([O:14]C)=[CH:13][C:7]=2[CH:6]=1)=[O:4].B(Br)(Br)Br, predict the reaction product. The product is: [CH3:1][O:2][C:3]([C:5]1[S:9][C:8]2[CH:10]=[CH:11][C:12]([OH:14])=[CH:13][C:7]=2[CH:6]=1)=[O:4]. (8) Given the reactants C[O:2][C:3](=[O:13])[CH:4]([C:6]1[CH:11]=[CH:10][C:9]([Br:12])=[CH:8][CH:7]=1)[OH:5].[C:14]1([OH:20])[CH:19]=[CH:18][CH:17]=[CH:16][CH:15]=1.[NH2:21][C:22]1[S:23][CH:24]=[CH:25][N:26]=1, predict the reaction product. The product is: [O:5]([CH:4]([C:6]1[CH:11]=[CH:10][C:9]([Br:12])=[CH:8][CH:7]=1)[C:3]([OH:2])=[O:13])[C:14]1[CH:19]=[CH:18][CH:17]=[CH:16][CH:15]=1.[Br:12][C:9]1[CH:8]=[CH:7][C:6]([CH:4]([O:20][C:14]2[CH:19]=[CH:18][CH:17]=[CH:16][CH:15]=2)[C:3]([NH:21][C:22]2[S:23][CH:24]=[CH:25][N:26]=2)=[O:13])=[CH:11][CH:10]=1. (9) Given the reactants [C:1]([O:5][C:6]([N:8]1[CH2:13][CH2:12][C@H:11]([NH:14][C@@H](C2C=CC=CC=2)C)[C@H:10]([C:23]([F:26])([F:25])[F:24])[CH2:9]1)=[O:7])([CH3:4])([CH3:3])[CH3:2], predict the reaction product. The product is: [C:1]([O:5][C:6]([N:8]1[CH2:13][CH2:12][C@H:11]([NH2:14])[C@H:10]([C:23]([F:26])([F:24])[F:25])[CH2:9]1)=[O:7])([CH3:4])([CH3:2])[CH3:3].